Predict the product of the given reaction. From a dataset of Forward reaction prediction with 1.9M reactions from USPTO patents (1976-2016). (1) The product is: [C:23]1([CH3:28])[CH:22]=[CH:21][C:26]([O:27][C:15]2[CH:16]=[CH:17][C:12]([C:11]([NH:10][C:5]3[CH:6]=[CH:7][CH:8]=[CH:9][C:4]=3[C:3]([OH:2])=[O:20])=[O:19])=[CH:13][CH:14]=2)=[CH:25][CH:24]=1. Given the reactants C[O:2][C:3](=[O:20])[C:4]1[CH:9]=[CH:8][CH:7]=[CH:6][C:5]=1[NH:10][C:11](=[O:19])[C:12]1[CH:17]=[CH:16][C:15](I)=[CH:14][CH:13]=1.[CH:21]1[C:26]([OH:27])=[CH:25][CH:24]=[C:23]([CH3:28])[CH:22]=1, predict the reaction product. (2) Given the reactants B(Br)(Br)Br.[CH:5]1([CH2:10][CH:11]([C:20]2[CH:25]=[CH:24][CH:23]=[C:22]([O:26]C)[CH:21]=2)[C:12]([NH:14][C:15]2[S:16][CH:17]=[CH:18][N:19]=2)=[O:13])[CH2:9][CH2:8][CH2:7][CH2:6]1.[OH-].[NH4+], predict the reaction product. The product is: [CH:5]1([CH2:10][CH:11]([C:20]2[CH:25]=[CH:24][CH:23]=[C:22]([OH:26])[CH:21]=2)[C:12]([NH:14][C:15]2[S:16][CH:17]=[CH:18][N:19]=2)=[O:13])[CH2:9][CH2:8][CH2:7][CH2:6]1. (3) The product is: [F:8][C:9]1[CH:36]=[C:35]([F:37])[CH:34]=[CH:33][C:10]=1[O:11][C:12]1[C:13]([C:22]2[C:23]3[CH:32]=[CH:31][O:30][C:24]=3[C:25](=[O:29])[N:26]([CH3:28])[CH:27]=2)=[N:14][C:15]([NH:5][S:2]([CH3:1])(=[O:4])=[O:3])=[N:16][CH:17]=1. Given the reactants [CH3:1][S:2]([NH2:5])(=[O:4])=[O:3].[H-].[Na+].[F:8][C:9]1[CH:36]=[C:35]([F:37])[CH:34]=[CH:33][C:10]=1[O:11][C:12]1[C:13]([C:22]2[C:23]3[CH:32]=[CH:31][O:30][C:24]=3[C:25](=[O:29])[N:26]([CH3:28])[CH:27]=2)=[N:14][C:15](S(C)(=O)=O)=[N:16][CH:17]=1, predict the reaction product. (4) Given the reactants BrN1C(=O)CCC1=O.[CH3:9][N:10]1[C:15]2[CH:16]=[CH:17][C:18]([CH3:20])=[CH:19][C:14]=2[S:13](=[O:22])(=[O:21])[C:12]([C:23]([O:25][CH3:26])=[O:24])=[N:11]1.[NH:27]1[CH2:32][CH2:31][O:30][CH2:29][CH2:28]1.C(Cl)Cl, predict the reaction product. The product is: [CH3:9][N:10]1[C:15]2[CH:16]=[CH:17][C:18]([CH2:20][N:27]3[CH2:32][CH2:31][O:30][CH2:29][CH2:28]3)=[CH:19][C:14]=2[S:13](=[O:22])(=[O:21])[C:12]([C:23]([O:25][CH3:26])=[O:24])=[N:11]1. (5) Given the reactants [NH2:1][C:2]1[N:7]=[C:6]([NH:8][C@@H:9]([CH2:12][CH2:13][CH3:14])[CH2:10][OH:11])[C:5]([CH2:15][C:16]2[CH:21]=[CH:20][C:19]([CH2:22][C:23]([O:25][CH2:26][CH:27]3[CH2:32][CH2:31][N:30]([CH3:33])[CH2:29][CH2:28]3)=[O:24])=[CH:18][C:17]=2[O:34]CC2C=CC=CC=2)=[C:4]([CH3:42])[N:3]=1, predict the reaction product. The product is: [NH2:1][C:2]1[N:7]=[C:6]([NH:8][C@@H:9]([CH2:12][CH2:13][CH3:14])[CH2:10][OH:11])[C:5]([CH2:15][C:16]2[CH:21]=[CH:20][C:19]([CH2:22][C:23]([O:25][CH2:26][CH:27]3[CH2:32][CH2:31][N:30]([CH3:33])[CH2:29][CH2:28]3)=[O:24])=[CH:18][C:17]=2[OH:34])=[C:4]([CH3:42])[N:3]=1. (6) Given the reactants [CH3:1][O:2][C:3]1[CH:8]=[CH:7][N:6]=[C:5]([NH:9][C:10]2[CH:15]=[C:14](B3OC(C)(C)C(C)(C)O3)[CH:13]=[C:12]([CH3:25])[CH:11]=2)[N:4]=1.Br[C:27]1[N:32]=[C:31]([CH2:33][CH2:34][C:35]([O:37][CH2:38]C)=[O:36])[CH:30]=[CH:29][CH:28]=1.C([O-])([O-])=O.[Na+].[Na+], predict the reaction product. The product is: [CH3:1][O:2][C:3]1[CH:8]=[CH:7][N:6]=[C:5]([NH:9][C:10]2[CH:15]=[C:14]([C:27]3[N:32]=[C:31]([CH2:33][CH2:34][C:35]([O:37][CH3:38])=[O:36])[CH:30]=[CH:29][CH:28]=3)[CH:13]=[C:12]([CH3:25])[CH:11]=2)[N:4]=1.